This data is from Peptide-MHC class I binding affinity with 185,985 pairs from IEDB/IMGT. The task is: Regression. Given a peptide amino acid sequence and an MHC pseudo amino acid sequence, predict their binding affinity value. This is MHC class I binding data. (1) The peptide sequence is RFRCVGPAP. The MHC is HLA-B07:02 with pseudo-sequence HLA-B07:02. The binding affinity (normalized) is 0.0847. (2) The peptide sequence is CTDPPLLSV. The MHC is HLA-B08:02 with pseudo-sequence HLA-B08:02. The binding affinity (normalized) is 0.0847. (3) The peptide sequence is GKFFAQAFL. The MHC is HLA-A02:01 with pseudo-sequence HLA-A02:01. The binding affinity (normalized) is 0.0847.